The task is: Predict the product of the given reaction.. This data is from Forward reaction prediction with 1.9M reactions from USPTO patents (1976-2016). (1) Given the reactants [Cl:1][C:2]1[CH:31]=[CH:30][C:5]([CH2:6][C:7]2[N:8]=[C:9]([C:23]3[CH:28]=[CH:27][N:26]=[C:25]([CH3:29])[CH:24]=3)[S:10][C:11]=2[C:12]2[N:16]=[CH:15][N:14](C3CCCCO3)[N:13]=2)=[CH:4][CH:3]=1.Cl.O1CCOCC1, predict the reaction product. The product is: [Cl:1][C:2]1[CH:31]=[CH:30][C:5]([CH2:6][C:7]2[N:8]=[C:9]([C:23]3[CH:28]=[CH:27][N:26]=[C:25]([CH3:29])[CH:24]=3)[S:10][C:11]=2[C:12]2[NH:16][CH:15]=[N:14][N:13]=2)=[CH:4][CH:3]=1. (2) Given the reactants [CH2:1]([C:3]1[CH:8]=[C:7]([O:9][CH3:10])[C:6]([F:11])=[CH:5][C:4]=1[C:12]1[CH:20]=[C:19]2[C:15]([C:16](I)=[N:17][N:18]2[CH:21]2[CH2:26][CH2:25][CH2:24][CH2:23][O:22]2)=[CH:14][CH:13]=1)[CH3:2].[CH3:28][Sn:29]([CH3:35])([CH3:34])[Sn:29]([CH3:35])([CH3:34])[CH3:28], predict the reaction product. The product is: [CH2:1]([C:3]1[CH:8]=[C:7]([O:9][CH3:10])[C:6]([F:11])=[CH:5][C:4]=1[C:12]1[CH:20]=[C:19]2[C:15]([C:16]([Sn:29]([CH3:35])([CH3:34])[CH3:28])=[N:17][N:18]2[CH:21]2[CH2:26][CH2:25][CH2:24][CH2:23][O:22]2)=[CH:14][CH:13]=1)[CH3:2].